Task: Predict the product of the given reaction.. Dataset: Forward reaction prediction with 1.9M reactions from USPTO patents (1976-2016) (1) Given the reactants [OH:1][C:2]1[C:3]([N+:8]([O-:10])=[O:9])=[N:4][CH:5]=[CH:6][CH:7]=1.[CH3:11][C:12]([CH3:19])([CH2:17]O)[C:13]([O:15][CH3:16])=[O:14].CC(OC(/N=N/C(OC(C)C)=O)=O)C, predict the reaction product. The product is: [CH3:11][C:12]([CH3:19])([CH2:17][O:1][C:2]1[C:3]([N+:8]([O-:10])=[O:9])=[N:4][CH:5]=[CH:6][CH:7]=1)[C:13]([O:15][CH3:16])=[O:14]. (2) Given the reactants [C:1]([O:5][C:6](=[O:15])[NH:7][C:8]1[CH:13]=[C:12](I)[CH:11]=[CH:10][N:9]=1)([CH3:4])([CH3:3])[CH3:2].[C:16]([C:18]1[CH:23]=[CH:22][CH:21]=[CH:20][C:19]=1[O:24][CH3:25])#[CH:17].CCN(CC)CC, predict the reaction product. The product is: [C:1]([O:5][C:6](=[O:15])[NH:7][C:8]1[CH:13]=[C:12]([C:17]#[C:16][C:18]2[CH:23]=[CH:22][CH:21]=[CH:20][C:19]=2[O:24][CH3:25])[CH:11]=[CH:10][N:9]=1)([CH3:4])([CH3:3])[CH3:2]. (3) Given the reactants [CH:1]1([C:4]2[C:5]([O:21][C@@H:22]([CH3:27])[C:23]([F:26])([F:25])[F:24])=[CH:6][C:7]([C:10]([NH:12][CH:13]([C:17]([CH3:20])([CH3:19])[CH3:18])[C:14]([OH:16])=O)=[O:11])=[N:8][CH:9]=2)[CH2:3][CH2:2]1.Cl.[F:29][C:30]1([F:34])[CH2:33][NH:32][CH2:31]1, predict the reaction product. The product is: [CH:1]1([C:4]2[C:5]([O:21][C@@H:22]([CH3:27])[C:23]([F:25])([F:26])[F:24])=[CH:6][C:7]([C:10]([NH:12][CH:13]([C:17]([CH3:18])([CH3:19])[CH3:20])[C:14]([N:32]3[CH2:33][C:30]([F:34])([F:29])[CH2:31]3)=[O:16])=[O:11])=[N:8][CH:9]=2)[CH2:3][CH2:2]1. (4) Given the reactants [C:1]([O:5][C:6](=[O:21])[NH:7][C:8]1[CH:13]=[C:12]([N:14]([CH3:16])[CH3:15])[C:11](I)=[CH:10][C:9]=1[N+:18]([O-:20])=[O:19])([CH3:4])([CH3:3])[CH3:2].[F:22][C:23]1[C:28]([F:29])=[CH:27][CH:26]=[CH:25][C:24]=1B(O)O, predict the reaction product. The product is: [C:1]([O:5][C:6](=[O:21])[NH:7][C:8]1[C:9]([N+:18]([O-:20])=[O:19])=[CH:10][C:11]([C:27]2[CH:26]=[CH:25][CH:24]=[C:23]([F:22])[C:28]=2[F:29])=[C:12]([N:14]([CH3:16])[CH3:15])[CH:13]=1)([CH3:4])([CH3:3])[CH3:2]. (5) Given the reactants [CH3:1][N:2]([CH3:37])[CH2:3][CH2:4][O:5][C:6]1[CH:11]=[CH:10][C:9]2[C:12]3([CH2:35][O:36][C:8]=2[CH:7]=1)[C:20]1[C:15](=[CH:16][CH:17]=[CH:18][CH:19]=1)[N:14](C(C1C=CC=CC=1)C1C=CC=CC=1)[C:13]3=[O:34].C([SiH](CC)CC)C, predict the reaction product. The product is: [CH3:1][N:2]([CH3:37])[CH2:3][CH2:4][O:5][C:6]1[CH:11]=[CH:10][C:9]2[C:12]3([CH2:35][O:36][C:8]=2[CH:7]=1)[C:20]1[C:15](=[CH:16][CH:17]=[CH:18][CH:19]=1)[NH:14][C:13]3=[O:34]. (6) Given the reactants [CH2:1]([O:3][C:4](=[O:20])[C:5]1[CH:10]=[CH:9][C:8]([C:11]2[S:12][CH:13]=[C:14]([C:16]([NH2:19])([CH3:18])[CH3:17])[N:15]=2)=[CH:7][CH:6]=1)[CH3:2].Br.CN1CCOCC1.[C:29](Cl)(=[O:36])[C:30]1[CH:35]=[CH:34][CH:33]=[CH:32][CH:31]=1, predict the reaction product. The product is: [CH2:1]([O:3][C:4](=[O:20])[C:5]1[CH:6]=[CH:7][C:8]([C:11]2[S:12][CH:13]=[C:14]([C:16]([NH:19][C:29](=[O:36])[C:30]3[CH:35]=[CH:34][CH:33]=[CH:32][CH:31]=3)([CH3:17])[CH3:18])[N:15]=2)=[CH:9][CH:10]=1)[CH3:2]. (7) Given the reactants [Cl:1][C:2]1[CH:3]=[C:4](B2OC(C)(C)C(C)(C)O2)[CH:5]=[CH:6][CH:7]=1.C(=O)([O-])[O-].[Cs+].[Cs+].[CH3:23][O:24][C:25]([C:27]1[CH:28]=[N:29][CH:30]=[C:31](Br)[CH:32]=1)=[O:26], predict the reaction product. The product is: [CH3:23][O:24][C:25](=[O:26])[C:27]1[CH:32]=[C:31]([C:4]2[CH:5]=[CH:6][CH:7]=[C:2]([Cl:1])[CH:3]=2)[CH:30]=[N:29][CH:28]=1.